From a dataset of Reaction yield outcomes from USPTO patents with 853,638 reactions. Predict the reaction yield, written as a fraction of the theoretical maximum amount of product (1.0 means a 100% yield; for example, 0.34 means a 34% yield). (1) The reactants are [NH2:1][CH2:2][CH2:3][C:4]1[C:12]2[C:7](=[CH:8][CH:9]=[C:10]([Cl:13])[CH:11]=2)[NH:6][C:5]=1[C:14]([NH:16][CH2:17][CH2:18][C:19]1[CH:24]=[CH:23][C:22]([N:25]2[CH2:30][CH2:29][CH2:28][CH2:27][CH2:26]2)=[CH:21][CH:20]=1)=[O:15].C1C=C(O[C:38](OC2N=CC=CC=2)=[S:39])N=CC=1.CCOC(C)=O.CCCCCC. The catalyst is C(Cl)Cl. The product is [Cl:13][C:10]1[CH:11]=[C:12]2[C:7](=[CH:8][CH:9]=1)[NH:6][C:5]([C:14]([NH:16][CH2:17][CH2:18][C:19]1[CH:20]=[CH:21][C:22]([N:25]3[CH2:26][CH2:27][CH2:28][CH2:29][CH2:30]3)=[CH:23][CH:24]=1)=[O:15])=[C:4]2[CH2:3][CH2:2][N:1]=[C:38]=[S:39]. The yield is 0.870. (2) The reactants are F[C:2]1[C:3]([CH3:22])=[N:4][C:5]2[C:10]([N:11]=1)=[C:9]([C:12]1[NH:20][C:19]3[CH2:18][CH2:17][NH:16][C:15](=[O:21])[C:14]=3[CH:13]=1)[CH:8]=[CH:7][CH:6]=2.[NH:23]1[CH2:26][CH2:25][CH2:24]1.CO.C(Cl)Cl. The catalyst is CS(C)=O. The product is [N:23]1([C:2]2[C:3]([CH3:22])=[N:4][C:5]3[C:10]([N:11]=2)=[C:9]([C:12]2[NH:20][C:19]4[CH2:18][CH2:17][NH:16][C:15](=[O:21])[C:14]=4[CH:13]=2)[CH:8]=[CH:7][CH:6]=3)[CH2:26][CH2:25][CH2:24]1. The yield is 0.440. (3) The reactants are [ClH:1].[CH2:2]1[C:10]2[C:5](=[CH:6][CH:7]=[CH:8][CH:9]=2)[CH2:4][CH:3]1[NH2:11].Cl.[N:13]1([C:18](=N)[NH2:19])C=CC=N1.C(N(C(C)C)CC)(C)C. The catalyst is C(#N)C. The product is [ClH:1].[CH2:2]1[C:10]2[C:5](=[CH:6][CH:7]=[CH:8][CH:9]=2)[CH2:4][CH:3]1[NH:11][C:18]([NH2:19])=[NH:13]. The yield is 0.870. (4) The yield is 1.00. The product is [CH2:7]([N:14]1[CH2:15][CH:20]2[C:1](=[O:6])[CH2:2][CH2:3][CH:4]2[CH2:5]1)[C:8]1[CH:9]=[CH:10][CH:11]=[CH:12][CH:13]=1. The reactants are [C:1]1(=[O:6])[CH2:5][CH2:4][CH:3]=[CH:2]1.[CH2:7]([NH:14][CH:15]([CH2:20]OC)[Si](C)(C)C)[C:8]1[CH:13]=[CH:12][CH:11]=[CH:10][CH:9]=1.FC(F)(F)C(O)=O. The catalyst is ClCCl.C(=O)(O)[O-].[Na+].